Dataset: Experimentally validated miRNA-target interactions with 360,000+ pairs, plus equal number of negative samples. Task: Binary Classification. Given a miRNA mature sequence and a target amino acid sequence, predict their likelihood of interaction. (1) The miRNA is cel-miR-62 with sequence UGAUAUGUAAUCUAGCUUACAG. The protein sequence of the target gene is MELYESTYFIVLIPSVVITVIFLFFWLFMKETLYDEVLAKQKREQKLISTKTDKKKAEKKKNKKKEIQNGTLRESDSEHVPRDFKLSDASPAEDEQFVPAPLNVAETSSSVRERQKKEKKQKPSLEEQVIKESDASKIPGKKVEPVLVTKQPAPPPPLEAAALKKKAGQKKSKNGSEEQDKKVEMLMAPSKEQDVLLSHQDTKQEGGLGKKKGLSKKQKSENVAVLVDEPLIHATTYMPLDNANSNLMMDKREIIDMIKPDHVEGIQKSGTKKLKIETDKENAEVKFKDFLLSLKTMMFS.... Result: 0 (no interaction). (2) Result: 0 (no interaction). The miRNA is rno-miR-672-5p with sequence UGAGGUUGGUGUACUGUGUGUGA. The protein sequence of the target gene is MENNKTSVDSKSINNFEVKTIHGSKSVDSGIYLDSSYKMDYPEMGICIIINNKNFHKSTGMSSRSGTDVDAANLRETFMGLKYQVRNKNDLTREDILELMDSVSKEDHSKRSSFVCVILSHGDEGVIYGTNGPVELKKLTSFFRGDYCRSLTGKPKLFIIQACRGTELDCGIETDSGTDEEMACQKIPVEADFLYAYSTAPGYYSWRNSKDGSWFIQSLCSMLKLYAHKLEFMHILTRVNRKVATEFESFSLDSTFHAKKQIPCIVSMLTKELYFYH. (3) The miRNA is mmu-miR-292a-5p with sequence ACUCAAACUGGGGGCUCUUUUG. The protein sequence of the target gene is MPVAATNSESAMQQVLDNLGSLPNATGAAELDLIFLRGIMESPIVRSLAKAHERLEETKLEAVRDNNLELVQEILRDLAELAEQSSTAAELARILQEPHFQSLLETHDSVASKTYETPPPSPGLDPTFSNQPVPPDAVRMVGIRKTAGEHLGVTFRVEGGELVIARILHGGMVAQQGLLHVGDIIKEVNGQPVGSDPRALQELLRSASGSVILKILPSYQEPHLPRQVFVKCHFDYDPARDSLSPCKEAGLRFNAGDLLQIVNQDDANWWQACHVEGGSAGLIPSQLLEEKRKAFVKRDL.... Result: 0 (no interaction). (4) The miRNA is hsa-miR-4423-3p with sequence AUAGGCACCAAAAAGCAACAA. The protein sequence of the target gene is MDSTALKILQDKCICYICSDFMEDPVTSRCGHNFCFACLRLLWDDLQGNIFCPVCQTPFPPKSFSRNYQFRNMTETIRLLQKRQSKRKRQEEHTVCPKHDQPLVLFCVRDRDVLCTQCSLSVEHQGHYTCPIKKASSYHRKVLESAIATLKFGVKQVEEKLAVQHRRVLGLREEAQYQKIEIRYEIGQIKLFLQSEYEAHLNESHMEELRSFSELNGYLETLLDHVSTAKDLLKEVEAIHERSDVTLLRAYHKLQNLKSPKPWLFRTKQYGLSLPAQYSGLSRIIKQFQADVTFDRDTAH.... Result: 0 (no interaction). (5) The miRNA is hsa-miR-4661-3p with sequence CAGGAUCCACAGAGCUAGUCCA. The protein sequence of the target gene is MKLLMVLMLAALSQHCYAGSGCPLLENVISKTINPQVSKTEYKELLQEFIDDNATTNAIDELKECFLNQTDETLSNVEVFMQLIYDSSLCDLF. Result: 0 (no interaction). (6) The protein sequence of the target gene is MVRKPVVSTISKGGYLQGNVNGRLPSLGNKEPPGQEKVQLKRKVTLLRGVSIIIGTIIGAGIFISPKGVLQNTGSVGMSLTIWTVCGVLSLFGALSYAELGTTIKKSGGHYTYILEVFGPLPAFVRVWVELLIIRPAATAVISLAFGRYILEPFFIQCEIPELAIKLITAVGITVVMVLNSMSVSWSARIQIFLTFCKLTAILIIIVPGVMQLIKGQTQNFKDAFSGRDSSITRLPLAFYYGMYAYAGWFYLNFVTEEVENPEKTIPLAICISMAIVTIGYVLTNVAYFTTINAEELLLS.... The miRNA is hsa-miR-4282 with sequence UAAAAUUUGCAUCCAGGA. Result: 1 (interaction). (7) The miRNA is hsa-miR-3922-3p with sequence UCUGGCCUUGACUUGACUCUUU. The protein sequence of the target gene is MELQDPKMNGALPSDAVGYRQEREGFLPSRGPAPGSKPVQFMDFEGKTSFGMSVFNLSNAIMGSGILGLAYAMAHTGVIFFLALLLCIALLSSYSIHLLLTCAGIAGIRAYEQLGQRAFGPAGKVVVATVICLHNVGAMSSYLFIIKSELPLVIGTFLYMDPEGDWFLKGNLLIIIVSVLIILPLALMKHLGYLGYTSGLSLTCMLFFLVSVIYKKFQLGCAIGHNETAMESEALVGLPSQGLNSSCEAQMFTVDSQMSYTVPIMAFAFVCHPEVLPIYTELCRPSKRRMQAVANVSIGA.... Result: 1 (interaction).